Dataset: Forward reaction prediction with 1.9M reactions from USPTO patents (1976-2016). Task: Predict the product of the given reaction. (1) Given the reactants [O:1]=[C:2]1[C:10](=[O:11])[C:9]2[N:8]([CH2:12][CH2:13][P:14](=[O:17])([OH:16])[OH:15])[CH2:7][CH2:6][CH2:5][NH:4][C:3]1=2.C(N(CC)[CH:22]([CH3:24])[CH3:23])(C)C.Cl[CH2:28][O:29][C:30](=[O:37])[C:31]1[CH:36]=[CH:35][CH:34]=[CH:33][CH:32]=1, predict the reaction product. The product is: [C:30]([O:29][CH2:28][O:17][P:14]([CH2:13][CH2:12][N:8]1[CH2:7][CH2:6][CH2:5][NH:4][C:3]2[C:2](=[O:1])[C:10](=[O:11])[C:9]1=2)(=[O:15])[O:16][CH2:28][O:29][C:30](=[O:37])[C:23]1[CH:22]=[CH:24][CH:36]=[CH:31][CH:32]=1)(=[O:37])[C:31]1[CH:36]=[CH:35][CH:34]=[CH:33][CH:32]=1. (2) Given the reactants C[CH2:2][N:3]([CH2:6][CH3:7])[CH2:4][CH3:5].[CH2:8]([N:10]([CH2:13][CH3:14])[CH2:11][CH3:12])C, predict the reaction product. The product is: [CH3:8][N:10]([C:13]1[CH:7]=[CH:6][N:3]=[CH:4][CH:5]=1)[CH3:11].[CH3:2][N:3]([CH3:6])[C:4]1[CH:12]=[CH:11][N:10]=[CH:13][CH:14]=1. (3) Given the reactants [CH2:1]([N:3]([CH2:33][CH3:34])[CH2:4]/[CH:5]=[CH:6]\[C:7]1[CH:12]=[C:11]([F:13])[CH:10]=[CH:9][C:8]=1[S:14]([NH:17][C:18]1[C:27]([C:28]([O:30][CH3:31])=[O:29])=[C:26]2[C:21]([CH:22]3[CH2:32][CH:23]3[CH2:24][O:25]2)=[CH:20][CH:19]=1)(=[O:16])=[O:15])[CH3:2].Br[C:36]1C=C(F)C=CC=1S(NC1C(C(OC)=O)=C2C(C3(C)CC3CO2)=CC=1)(=O)=O.C(N(CC)C/C=C\[Sn](CCCC)(CCCC)CCCC)C, predict the reaction product. The product is: [CH2:33]([N:3]([CH2:1][CH3:2])[CH2:4]/[CH:5]=[CH:6]\[C:7]1[CH:12]=[C:11]([F:13])[CH:10]=[CH:9][C:8]=1[S:14]([NH:17][C:18]1[C:27]([C:28]([O:30][CH3:31])=[O:29])=[C:26]2[C:21]([C:22]3([CH3:36])[CH2:32][CH:23]3[CH2:24][O:25]2)=[CH:20][CH:19]=1)(=[O:15])=[O:16])[CH3:34]. (4) The product is: [CH3:22][O:23][C:24]1[CH:25]=[C:26]([NH:27][C:11](=[O:13])/[CH:10]=[CH:9]/[C:8]2[CH:7]=[CH:6][C:5]([C:1]([CH3:2])([CH3:3])[CH3:4])=[CH:15][CH:14]=2)[CH:28]=[CH:29][C:30]=1[O:31][CH3:32]. Given the reactants [C:1]([C:5]1[CH:15]=[CH:14][C:8](/[CH:9]=[CH:10]/[C:11]([OH:13])=O)=[CH:7][CH:6]=1)([CH3:4])([CH3:3])[CH3:2].C(Cl)(=O)C(Cl)=O.[CH3:22][O:23][C:24]1[CH:25]=[C:26]([CH:28]=[CH:29][C:30]=1[O:31][CH3:32])[NH2:27].C(=O)([O-])[O-].[K+].[K+], predict the reaction product. (5) Given the reactants [C:1]([O:5][C:6]([N:8]1[CH2:12][CH2:11][C@H:10]([CH:13]([OH:17])[CH2:14][CH:15]=[CH2:16])[CH2:9]1)=[O:7])([CH3:4])([CH3:3])[CH3:2].[N+](=[CH2:20])=[N-].N#N, predict the reaction product. The product is: [C:1]([O:5][C:6]([N:8]1[CH2:12][CH2:11][C@H:10]([CH:13]([OH:17])[CH2:14][CH:15]2[CH2:20][CH2:16]2)[CH2:9]1)=[O:7])([CH3:4])([CH3:3])[CH3:2]. (6) The product is: [Cl:1][C:2]1[C:3]([CH2:22][CH3:23])=[N:4][S:5][C:6]=1[NH:7][C:8](=[O:21])[CH:9]([C:11]1[CH:16]=[CH:15][C:14]([OH:17])=[C:13]([NH2:18])[CH:12]=1)[CH3:10]. Given the reactants [Cl:1][C:2]1[C:3]([CH2:22][CH3:23])=[N:4][S:5][C:6]=1[NH:7][C:8](=[O:21])[CH:9]([C:11]1[CH:16]=[CH:15][C:14]([OH:17])=[C:13]([N+:18]([O-])=O)[CH:12]=1)[CH3:10], predict the reaction product.